Task: Predict the product of the given reaction.. Dataset: Forward reaction prediction with 1.9M reactions from USPTO patents (1976-2016) Given the reactants [NH2:1][C:2]1[CH:11]=[CH:10][C:9]2[NH:8][C:7](=[O:12])[C:6]3[NH:13][CH:14]=[CH:15][C:5]=3[C:4]=2[CH:3]=1.Cl.[CH2:17]([C:19]([OH:21])=[O:20])[CH3:18].[CH3:22][O:23][C:24]1[CH:25]=[C:26]([S:30](Cl)(=[O:32])=[O:31])[CH:27]=[CH:28][CH:29]=1, predict the reaction product. The product is: [CH3:22][O:23][C:24]1[CH:25]=[C:26]([S:30]([NH:1][C:2]2[CH:11]=[CH:10][C:9]3[NH:8][C:7](=[O:12])[C:6]4[NH:13][CH:14]=[CH:15][C:5]=4[C:4]=3[CH:3]=2)(=[O:32])=[O:31])[CH:27]=[CH:28][CH:29]=1.[CH2:17]([C:19]([O-:21])=[O:20])[CH3:18].